From a dataset of Full USPTO retrosynthesis dataset with 1.9M reactions from patents (1976-2016). Predict the reactants needed to synthesize the given product. (1) Given the product [Cl:1][C:2]1[C:10]2[N:9]=[C:8]([O:11][C:12]3[C:17]([CH3:18])=[CH:16][C:15]([Cl:19])=[CH:14][C:13]=3[Cl:20])[N:7]([CH3:21])[C:6]=2[C:5]([CH:22]([CH2:26][CH3:27])[CH2:23][C:24]([OH:29])=[O:25])=[CH:4][CH:3]=1, predict the reactants needed to synthesize it. The reactants are: [Cl:1][C:2]1[C:10]2[N:9]=[C:8]([O:11][C:12]3[C:17]([CH3:18])=[CH:16][C:15]([Cl:19])=[CH:14][C:13]=3[Cl:20])[N:7]([CH3:21])[C:6]=2[C:5]([CH:22]([CH2:26][CH3:27])[CH2:23][CH:24]=[O:25])=[CH:4][CH:3]=1.P([O-])(O)(O)=[O:29].[Na+].Cl([O-])=O.[Na+].Cl. (2) Given the product [ClH:37].[CH3:34][O:33][C:28]1[CH:29]=[CH:30][CH:31]=[CH:32][C:27]=1[CH:24]1[CH2:25][CH2:26][N:21]([C:19]([C:18]2[C:17]3[CH:16]=[CH:15][CH:14]=[CH:13][C:12]=3[N:11]3[CH2:35][CH2:36][NH:8][CH2:9][C:10]=23)=[O:20])[CH2:22][CH2:23]1, predict the reactants needed to synthesize it. The reactants are: C(OC([N:8]1[CH2:36][CH2:35][N:11]2[C:12]3[CH:13]=[CH:14][CH:15]=[CH:16][C:17]=3[C:18]([C:19]([N:21]3[CH2:26][CH2:25][CH:24]([C:27]4[CH:32]=[CH:31][CH:30]=[CH:29][C:28]=4[O:33][CH3:34])[CH2:23][CH2:22]3)=[O:20])=[C:10]2[CH2:9]1)=O)(C)(C)C.[ClH:37].